Dataset: Full USPTO retrosynthesis dataset with 1.9M reactions from patents (1976-2016). Task: Predict the reactants needed to synthesize the given product. (1) Given the product [CH:12]1([CH2:13][CH2:14][NH:15][C:16]([C:18]2[N:19]=[N:20][C:21]([N:24]3[CH2:29][CH2:28][N:27]([C:4](=[O:5])[C:3]([OH:8])([CH3:7])[C:2]([F:10])([F:9])[F:1])[CH2:26][CH2:25]3)=[CH:22][CH:23]=2)=[O:17])[CH2:30][CH2:11]1, predict the reactants needed to synthesize it. The reactants are: [F:1][C:2]([F:10])([F:9])[C:3]([OH:8])([CH3:7])[C:4](O)=[O:5].[CH3:11][CH:12]([CH3:30])[CH2:13][CH2:14][NH:15][C:16]([C:18]1[N:19]=[N:20][C:21]([N:24]2[CH2:29][CH2:28][NH:27][CH2:26][CH2:25]2)=[CH:22][CH:23]=1)=[O:17]. (2) Given the product [O:19]1[C:24]2[CH:25]=[CH:26][C:27]([C:2]3[C:10]4[C:5](=[CH:6][CH:7]=[C:8]([C:11]#[N:12])[CH:9]=4)[NH:4][N:3]=3)=[CH:28][C:23]=2[O:22][CH2:21][CH2:20]1, predict the reactants needed to synthesize it. The reactants are: Br[C:2]1[C:10]2[C:5](=[CH:6][CH:7]=[C:8]([C:11]#[N:12])[CH:9]=2)[N:4](C2CCCCO2)[N:3]=1.[O:19]1[C:24]2[CH:25]=[CH:26][C:27](B(O)O)=[CH:28][C:23]=2[O:22][CH2:21][CH2:20]1.ClCCl.P([O-])([O-])([O-])=O.[K+].[K+].[K+].Cl. (3) Given the product [F:59][C:60]1[CH:61]=[C:62]([C@H:67]([N:69]2[CH2:74][CH2:73][N:72]([C:23]([C:22]3[CH:21]=[N:20][N:12]4[C:13]([C:16]([F:17])([F:18])[F:19])=[C:14]([CH3:15])[C:9]([C:6]5[CH:7]=[CH:8][C:3]([O:2][CH3:1])=[CH:4][CH:5]=5)=[N:10][C:11]=34)=[O:25])[C@H:71]([CH3:75])[CH2:70]2)[CH3:68])[CH:63]=[C:64]([F:66])[CH:65]=1, predict the reactants needed to synthesize it. The reactants are: [CH3:1][O:2][C:3]1[CH:8]=[CH:7][C:6]([C:9]2[C:14]([CH3:15])=[C:13]([C:16]([F:19])([F:18])[F:17])[N:12]3[N:20]=[CH:21][C:22]([C:23]([OH:25])=O)=[C:11]3[N:10]=2)=[CH:5][CH:4]=1.CN(C(ON1N=NC2C=CC=NC1=2)=[N+](C)C)C.F[P-](F)(F)(F)(F)F.CCN(C(C)C)C(C)C.[F:59][C:60]1[CH:61]=[C:62]([C@H:67]([N:69]2[CH2:74][CH2:73][NH:72][C@H:71]([CH3:75])[CH2:70]2)[CH3:68])[CH:63]=[C:64]([F:66])[CH:65]=1. (4) Given the product [F:10][C:9]([F:12])([F:11])[C:7]1[CH:6]=[C:5]([C@H:13]2[O:17][C:16](=[O:18])[N:15]([CH2:19][C:20]3[C:21]([NH:30][CH:31]4[CH2:36][CH2:35][N:34]([CH3:42])[CH:33]([CH2:37][CH3:38])[CH2:32]4)=[N:22][CH:23]=[C:24]([C:26]([F:28])([F:29])[F:27])[CH:25]=3)[C@H:14]2[CH3:39])[CH:4]=[C:3]([C:2]([F:1])([F:40])[F:41])[CH:8]=1, predict the reactants needed to synthesize it. The reactants are: [F:1][C:2]([F:41])([F:40])[C:3]1[CH:4]=[C:5]([C@H:13]2[O:17][C:16](=[O:18])[N:15]([CH2:19][C:20]3[C:21]([NH:30][CH:31]4[CH2:36][CH2:35][NH:34][CH:33]([CH2:37][CH3:38])[CH2:32]4)=[N:22][CH:23]=[C:24]([C:26]([F:29])([F:28])[F:27])[CH:25]=3)[C@H:14]2[CH3:39])[CH:6]=[C:7]([C:9]([F:12])([F:11])[F:10])[CH:8]=1.[CH3:42]I. (5) Given the product [CH:1]1([OH:15])[CH2:14][CH2:13][CH2:12][CH2:11][CH2:10][CH2:9][CH2:8][CH2:7][CH2:6][CH2:5][CH2:4][CH2:3][CH2:2]1, predict the reactants needed to synthesize it. The reactants are: [CH:1]1([OH:15])[CH2:14][CH2:13][CH2:12][CH2:11][CH2:10][CH2:9][CH2:8][CH2:7][CH2:6][CH2:5][CH2:4][CH:3]=[CH:2]1.